From a dataset of Reaction yield outcomes from USPTO patents with 853,638 reactions. Predict the reaction yield, written as a fraction of the theoretical maximum amount of product (1.0 means a 100% yield; for example, 0.34 means a 34% yield). (1) The reactants are C([Li])CCC.C([Mg]Cl)CCC.Br[C:13]1[CH:18]=[CH:17][CH:16]=[C:15]([Br:19])[N:14]=1.CN(C)[CH:22]=[O:23]. The catalyst is CCCCCC.C1(C)C=CC=CC=1.O1CCCC1.C(O)(=O)C. The product is [Br:19][C:15]1[N:14]=[C:13]([CH:22]=[O:23])[CH:18]=[CH:17][CH:16]=1. The yield is 0.950. (2) The catalyst is ClCCl.O. The reactants are CS(Cl)(=O)=O.[C:6]([O:10][C:11]([NH:13][C:14]1[CH:19]=[CH:18][CH:17]=[CH:16][C:15]=1[NH:20][C:21](=[O:30])[C:22]1[CH:27]=[CH:26][C:25]([CH2:28]O)=[CH:24][CH:23]=1)=[O:12])([CH3:9])([CH3:8])[CH3:7].C(N(CC)CC)C.[NH2:38][CH2:39][CH2:40][CH2:41][N:42]1[CH2:47][CH2:46][N:45]([CH3:48])[CH2:44][CH2:43]1. The product is [C:6]([O:10][C:11]([NH:13][C:14]1[CH:19]=[CH:18][CH:17]=[CH:16][C:15]=1[NH:20][C:21](=[O:30])[C:22]1[CH:23]=[CH:24][C:25]([CH2:28][NH:38][CH2:39][CH2:40][CH2:41][N:42]2[CH2:43][CH2:44][N:45]([CH3:48])[CH2:46][CH2:47]2)=[CH:26][CH:27]=1)=[O:12])([CH3:8])([CH3:7])[CH3:9]. The yield is 0.330. (3) The reactants are [CH2:1]([O:3][C:4]1[C:5]([F:13])=[C:6]2[CH:12]=[CH:11][NH:10][C:7]2=[N:8][CH:9]=1)[CH3:2].[N+:14]([O-])([OH:16])=[O:15]. No catalyst specified. The product is [CH2:1]([O:3][C:4]1[C:5]([F:13])=[C:6]2[C:12]([N+:14]([O-:16])=[O:15])=[CH:11][NH:10][C:7]2=[N:8][CH:9]=1)[CH3:2]. The yield is 0.780. (4) The reactants are C1(P(C2C=CC=CC=2)C2C=CC=CC=2)C=CC=CC=1.BrN1C(=O)CCC1=O.[CH:28]1([CH2:33][C@H:34]([C:38]2[CH:43]=[CH:42][C:41]([S:44]([CH3:47])(=[O:46])=[O:45])=[CH:40][CH:39]=2)[C:35]([OH:37])=O)[CH2:32][CH2:31][CH2:30][CH2:29]1.[NH2:48][C:49]1[S:50][C:51]([CH3:54])=[CH:52][N:53]=1.Cl. The catalyst is C(Cl)Cl.O.C(OCC)(=O)C. The product is [CH:28]1([CH2:33][C@H:34]([C:38]2[CH:43]=[CH:42][C:41]([S:44]([CH3:47])(=[O:46])=[O:45])=[CH:40][CH:39]=2)[C:35]([NH:48][C:49]2[S:50][C:51]([CH3:54])=[CH:52][N:53]=2)=[O:37])[CH2:29][CH2:30][CH2:31][CH2:32]1. The yield is 0.560. (5) The reactants are [Br:1][C:2]1[CH:7]=[CH:6][C:5]([OH:8])=[CH:4][CH:3]=1.[Cl:9][CH2:10][C:11]([CH3:13])=[CH2:12].S(=O)(=O)(O)O. The catalyst is O. The product is [Br:1][C:2]1[CH:7]=[CH:6][C:5]([OH:8])=[C:4]([C:11]([CH3:13])([CH3:12])[CH2:10][Cl:9])[CH:3]=1. The yield is 0.426.